From a dataset of CYP3A4 inhibition data for predicting drug metabolism from PubChem BioAssay. Regression/Classification. Given a drug SMILES string, predict its absorption, distribution, metabolism, or excretion properties. Task type varies by dataset: regression for continuous measurements (e.g., permeability, clearance, half-life) or binary classification for categorical outcomes (e.g., BBB penetration, CYP inhibition). Dataset: cyp3a4_veith. (1) The drug is C1=Cc2ccccc2C1.C=C(C)c1ccccc1.[N-]=[N+]=Nc1ccccc1. The result is 0 (non-inhibitor). (2) The compound is O=C(CNS(=O)(=O)c1cccs1)N1CCC2(CC1)OCCO2. The result is 0 (non-inhibitor). (3) The molecule is CCNc1ncc2nc(-c3cn(C)c4ccccc34)c(=O)n(Cc3cccc(OC)c3)c2n1. The result is 1 (inhibitor).